Task: Regression. Given two drug SMILES strings and cell line genomic features, predict the synergy score measuring deviation from expected non-interaction effect.. Dataset: NCI-60 drug combinations with 297,098 pairs across 59 cell lines Drug 1: COC1=CC(=CC(=C1O)OC)C2C3C(COC3=O)C(C4=CC5=C(C=C24)OCO5)OC6C(C(C7C(O6)COC(O7)C8=CC=CS8)O)O. Drug 2: C1CC(C1)(C(=O)O)C(=O)O.[NH2-].[NH2-].[Pt+2]. Cell line: LOX IMVI. Synergy scores: CSS=39.4, Synergy_ZIP=-13.3, Synergy_Bliss=-9.37, Synergy_Loewe=-4.93, Synergy_HSA=-2.80.